From a dataset of Serine/threonine kinase 33 screen with 319,792 compounds. Binary Classification. Given a drug SMILES string, predict its activity (active/inactive) in a high-throughput screening assay against a specified biological target. The compound is S1(=O)(=O)CC(N(CC(=O)Nc2cc(S(=O)(=O)N3CCOCC3)ccc2C)C)CC1. The result is 0 (inactive).